This data is from Full USPTO retrosynthesis dataset with 1.9M reactions from patents (1976-2016). The task is: Predict the reactants needed to synthesize the given product. (1) Given the product [CH3:26][C:25]1[CH:22]=[C:21]([CH2:28][N:15]2[CH2:19][CH2:18][CH2:17][CH2:16]2)[CH:20]=[CH:13][C:11]=1[OH:12], predict the reactants needed to synthesize it. The reactants are: [BH-](O[C:11]([CH3:13])=[O:12])(OC(C)=O)OC(C)=O.[Na+].[NH:15]1[CH2:19][CH2:18][CH2:17][CH2:16]1.[CH3:20][C:21]1[CH:28]=C(O)[CH:26]=[CH:25][C:22]=1C=O.Cl. (2) Given the product [C:1]([C:4]1[CH:5]=[C:6]([CH:30]=[CH:31][CH:32]=1)/[CH:7]=[C:8]1/[C@H:9]([OH:29])[C@:10]2([CH2:25][CH2:24][C@H:23]3[C@@H:14]([CH2:15][CH2:16][C:17]4[CH:18]=[C:19]([C:26]([OH:28])=[O:27])[CH:20]=[CH:21][C:22]=43)[C@@H:12]2[CH2:13]/1)[CH3:11])(=[O:3])[NH2:2], predict the reactants needed to synthesize it. The reactants are: [C:1]([C:4]1[CH:5]=[C:6]([CH:30]=[CH:31][CH:32]=1)[CH2:7][C@H:8]1[CH2:13][C@H:12]2[C@H:14]3[C@H:23]([CH2:24][CH2:25][C@:10]2([CH3:11])[C@H:9]1[OH:29])[C:22]1[CH:21]=[CH:20][C:19]([C:26]([OH:28])=[O:27])=[CH:18][C:17]=1[CH2:16][CH2:15]3)(=[O:3])[NH2:2].F[P-](F)(F)(F)(F)F.N1(O[P+](N(C)C)(N(C)C)N(C)C)C2C=CC=CC=2N=N1.CCN(C(C)C)C(C)C.O. (3) Given the product [Cl:1][C:2]1[C:7]([C:8]2[N:9]=[C:10]([C:20]([CH3:23])([CH3:22])[CH3:21])[S:11][C:12]=2[C:13]2[CH:18]=[CH:17][N:16]=[CH:15][N:14]=2)=[CH:6][CH:5]=[CH:4][C:3]=1[NH:24][S:25]([C:28]1[CH:32]=[CH:31][O:30][CH:29]=1)(=[O:27])=[O:26], predict the reactants needed to synthesize it. The reactants are: [Cl:1][C:2]1[C:7]([C:8]2[N:9]=[C:10]([C:20]([CH3:23])([CH3:22])[CH3:21])[S:11][C:12]=2[C:13]2[CH:18]=[CH:17][N:16]=[C:15](Cl)[N:14]=2)=[CH:6][CH:5]=[CH:4][C:3]=1[NH:24][S:25]([C:28]1[CH:32]=[CH:31][O:30][CH:29]=1)(=[O:27])=[O:26].C([O-])=O.[NH4+]. (4) The reactants are: [CH2:1]([C:3]1[CH:9]=[CH:8][CH:7]=[C:6]([CH2:10][CH3:11])[C:4]=1N)[CH3:2].S(=O)(=O)(O)[OH:13].N([O-])=O.[Na+].NC(N)=O. Given the product [CH2:1]([C:3]1[CH:9]=[CH:8][CH:7]=[C:6]([CH2:10][CH3:11])[C:4]=1[OH:13])[CH3:2], predict the reactants needed to synthesize it. (5) Given the product [NH:11]([C:6]1[C:7]([O:9][CH3:10])=[N:8][C:3]([O:2][CH3:1])=[N:4][CH:5]=1)[NH2:12], predict the reactants needed to synthesize it. The reactants are: [CH3:1][O:2][C:3]1[N:8]=[C:7]([O:9][CH3:10])[C:6]([N:11](C(OC(C)(C)C)=O)[NH:12]C(OC(C)(C)C)=O)=[CH:5][N:4]=1.Cl.O1CCOCC1. (6) Given the product [CH:9]([O:12][C:2]1[C:11]2[C:6](=[CH:7][C:8]([O:14][CH3:15])=[C:9]([O:12][CH3:13])[CH:10]=2)[CH:5]=[C:4]([NH:16][C:17]2[CH:21]=[C:20]([CH3:22])[NH:19][N:18]=2)[N:3]=1)([CH3:10])[CH3:8], predict the reactants needed to synthesize it. The reactants are: Cl[C:2]1[C:11]2[C:6](=[CH:7][C:8]([O:14][CH3:15])=[C:9]([O:12][CH3:13])[CH:10]=2)[CH:5]=[C:4]([NH:16][C:17]2[CH:21]=[C:20]([CH3:22])[NH:19][N:18]=2)[N:3]=1. (7) Given the product [NH2:13][C@@H:10]1[CH2:11][CH2:12][N:8]([C:5]2[CH:6]=[CH:7][C:2]([Cl:1])=[CH:3][C:4]=2[CH:21]=[O:22])[CH2:9]1, predict the reactants needed to synthesize it. The reactants are: [Cl:1][C:2]1[CH:7]=[CH:6][C:5]([N:8]2[CH2:12][CH2:11][C@@H:10]([NH:13]C(=O)OC(C)(C)C)[CH2:9]2)=[C:4]([CH:21]=[O:22])[CH:3]=1.Cl. (8) Given the product [CH3:12][C:9]1[CH:10]=[C:11]2[C:6](=[CH:7][CH:8]=1)[NH:5][N:4]=[C:3]2[C:1]1[N:15]=[N:14][N:13]([C:16]2[CH:17]=[CH:18][C:19]([CH:20]=[O:21])=[CH:22][CH:23]=2)[CH:2]=1, predict the reactants needed to synthesize it. The reactants are: [C:1]([C:3]1[C:11]2[C:6](=[CH:7][CH:8]=[C:9]([CH3:12])[CH:10]=2)[NH:5][N:4]=1)#[CH:2].[N:13]([C:16]1[CH:23]=[CH:22][C:19]([CH:20]=[O:21])=[CH:18][CH:17]=1)=[N+:14]=[N-:15]. (9) The reactants are: BrC[CH2:3][C:4]1[CH:9]=[CH:8][C:7]([O:10][CH3:11])=[C:6]([O:12][CH3:13])[CH:5]=1.O.O.[Na+].[C:17]1([S:23]([O-])(=[O:25])=[O:24])[CH:22]=[CH:21][CH:20]=[CH:19][CH:18]=1.CN(C=O)C.O. Given the product [CH3:11][O:10][C:7]1[CH:8]=[CH:9][C:4]([CH2:3][S:23]([C:17]2[CH:22]=[CH:21][CH:20]=[CH:19][CH:18]=2)(=[O:25])=[O:24])=[CH:5][C:6]=1[O:12][CH3:13], predict the reactants needed to synthesize it.